Dataset: Forward reaction prediction with 1.9M reactions from USPTO patents (1976-2016). Task: Predict the product of the given reaction. Given the reactants [CH:1]1([C:4]2[N:5]=[C:6]3[CH:11]=[CH:10][C:9]([N+:12]([O-])=O)=[CH:8][N:7]3[C:15]=2[CH3:16])[CH2:3][CH2:2]1.[F:17][CH:18]([F:34])[C:19]1[N:24]=[CH:23][C:22]([C:25]2[CH:30]=[CH:29][C:28]([C:31](O)=[O:32])=[CH:27][CH:26]=2)=[CH:21][CH:20]=1, predict the reaction product. The product is: [CH:1]1([C:4]2[N:5]=[C:6]3[CH:11]=[CH:10][C:9]([NH:12][C:31](=[O:32])[C:28]4[CH:29]=[CH:30][C:25]([C:22]5[CH:23]=[N:24][C:19]([CH:18]([F:34])[F:17])=[CH:20][CH:21]=5)=[CH:26][CH:27]=4)=[CH:8][N:7]3[C:15]=2[CH3:16])[CH2:3][CH2:2]1.